This data is from Full USPTO retrosynthesis dataset with 1.9M reactions from patents (1976-2016). The task is: Predict the reactants needed to synthesize the given product. (1) Given the product [CH3:28][C:22]1[CH:23]=[CH:24][CH:25]=[C:26]([CH3:27])[C:21]=1[C:4]1[N:5]=[C:6]([CH3:20])[C:7]([CH2:8][O:9][C:10]2[CH:15]=[C:14]([CH:16]([CH3:18])[CH3:17])[CH:13]=[CH:12][C:11]=2[CH3:19])=[C:2]([N:34]2[CH2:33][CH2:32][NH:31][C@H:30]([CH3:29])[CH2:35]2)[N:3]=1, predict the reactants needed to synthesize it. The reactants are: Cl[C:2]1[C:7]([CH2:8][O:9][C:10]2[CH:15]=[C:14]([CH:16]([CH3:18])[CH3:17])[CH:13]=[CH:12][C:11]=2[CH3:19])=[C:6]([CH3:20])[N:5]=[C:4]([C:21]2[C:26]([CH3:27])=[CH:25][CH:24]=[CH:23][C:22]=2[CH3:28])[N:3]=1.[CH3:29][C@@H:30]1[CH2:35][NH:34][CH2:33][CH2:32][NH:31]1.C(=O)([O-])[O-].[Na+].[Na+]. (2) Given the product [C:44]([NH:1][S:2]([C:5]1[CH:10]=[CH:9][C:8]([N:11]2[C:19]3[C:18]4[CH:20]=[C:21]([NH:24][C:25](=[O:33])[C:26]5[CH:31]=[CH:30][CH:29]=[CH:28][C:27]=5[Cl:32])[CH:22]=[CH:23][C:17]=4[CH2:16][CH2:15][C:14]=3[C:13]([C:34]([NH2:36])=[O:35])=[N:12]2)=[CH:7][CH:6]=1)(=[O:4])=[O:3])(=[O:46])[CH3:45], predict the reactants needed to synthesize it. The reactants are: [NH2:1][S:2]([C:5]1[CH:10]=[CH:9][C:8]([N:11]2[C:19]3[C:18]4[CH:20]=[C:21]([NH:24][C:25](=[O:33])[C:26]5[CH:31]=[CH:30][CH:29]=[CH:28][C:27]=5[Cl:32])[CH:22]=[CH:23][C:17]=4[CH2:16][CH2:15][C:14]=3[C:13]([C:34]([NH2:36])=[O:35])=[N:12]2)=[CH:7][CH:6]=1)(=[O:4])=[O:3].C(N(CC)CC)C.[C:44](OC(=O)C)(=[O:46])[CH3:45]. (3) Given the product [CH3:26][O:25][C:23](=[O:24])[C:22]1[CH:21]=[CH:30][C:29]([F:31])=[CH:28][C:27]=1[O:17][C:16]1[C:11]2[N:10]=[N:9][N:8]([CH2:7][C:6]3[CH:5]=[CH:4][C:3]([O:2][CH3:1])=[CH:19][CH:18]=3)[C:12]=2[CH:13]=[CH:14][CH:15]=1, predict the reactants needed to synthesize it. The reactants are: [CH3:1][O:2][C:3]1[CH:19]=[CH:18][C:6]([CH2:7][N:8]2[C:12]3[CH:13]=[CH:14][CH:15]=[C:16]([OH:17])[C:11]=3[N:10]=[N:9]2)=[CH:5][CH:4]=1.F[C:21]1[CH:30]=[C:29]([F:31])[CH:28]=[CH:27][C:22]=1[C:23]([O:25][CH3:26])=[O:24].CC(C)([O-])C.[K+].[Cl-].[NH4+]. (4) Given the product [NH2:14][C@H:15]([C:23]([OH:25])=[O:24])[CH2:16][C:17]1[CH:22]=[CH:21][CH:20]=[CH:19][CH:18]=1.[NH2:1][N:2]1[CH2:8][C:6](=[O:7])[NH:5][C:3]1=[O:4], predict the reactants needed to synthesize it. The reactants are: [NH2:1][N:2]1[CH2:8][C:6](=[O:7])[NH:5][C:3]1=[O:4].C([O-])(=O)C.[Na+].[NH:14](C(OC(C)(C)C)=O)[C@H:15]([C:23]([OH:25])=[O:24])[CH2:16][C:17]1[CH:22]=[CH:21][CH:20]=[CH:19][CH:18]=1.NN1CC(=O)NC1=O.